From a dataset of PAMPA (Parallel Artificial Membrane Permeability Assay) permeability data from NCATS. Regression/Classification. Given a drug SMILES string, predict its absorption, distribution, metabolism, or excretion properties. Task type varies by dataset: regression for continuous measurements (e.g., permeability, clearance, half-life) or binary classification for categorical outcomes (e.g., BBB penetration, CYP inhibition). Dataset: pampa_ncats. (1) The drug is C1CN(CCN(C1)C2=CC3=C(C=CC(=C3N=C2)O)C(=O)O)CCC4=CC=CC5=CC=CC=C54. The result is 1 (high permeability). (2) The molecule is CC1=C(C=C(C=C1)NS(=O)(=O)C2=CC=CC(=C2)C(=O)O)S(=O)(=O)N3CCOCC3. The result is 1 (high permeability). (3) The molecule is CC1=CC=C(C=C1)S(=O)(=O)NC2=C(C=CN=C2)C(=O)NC3=CC=CC=C3. The result is 1 (high permeability). (4) The compound is CC1=CC=CC=C1C(C(=O)NC2CCCC2)N(C3=CC(=CC=C3)F)C(=O)CN4C=NC5=CC=CC=C54. The result is 1 (high permeability).